The task is: Predict the reaction yield, written as a fraction of the theoretical maximum amount of product (1.0 means a 100% yield; for example, 0.34 means a 34% yield).. This data is from Reaction yield outcomes from USPTO patents with 853,638 reactions. (1) The reactants are Cl[C:2]1[CH:7]=[C:6]([N:8]2[CH:12]=[CH:11][N:10]=[CH:9]2)[N:5]=[CH:4][N:3]=1.[NH3:13]. The catalyst is CO. The product is [N:8]1([C:6]2[N:5]=[CH:4][N:3]=[C:2]([NH2:13])[CH:7]=2)[CH:12]=[CH:11][N:10]=[CH:9]1. The yield is 0.400. (2) The reactants are Cl[C:2]1[CH:3]=[C:4]([C:9]2[N:13]3[C:14]4[N:22]=[C:21]([O:23][CH3:24])[CH:20]=[CH:19][C:15]=4[N:16]=[C:17]([CH3:18])[C:12]3=[C:11]([CH3:25])[N:10]=2)[CH:5]=[C:6](Cl)[CH:7]=1.[CH3:26][N:27]([CH3:39])[C:28](C1C=C(B(O)O)C=CC=1)=[O:29].C([O-])([O-])=O.[K+].[K+]. The catalyst is C1C=CC([P]([Pd]([P](C2C=CC=CC=2)(C2C=CC=CC=2)C2C=CC=CC=2)([P](C2C=CC=CC=2)(C2C=CC=CC=2)C2C=CC=CC=2)[P](C2C=CC=CC=2)(C2C=CC=CC=2)C2C=CC=CC=2)(C2C=CC=CC=2)C2C=CC=CC=2)=CC=1. The product is [CH3:24][O:23][C:21]1[CH:20]=[CH:19][C:15]2[N:16]=[C:17]([CH3:18])[C:12]3[N:13]([C:9]([C:4]4[CH:3]=[C:2]([CH:7]=[CH:6][CH:5]=4)[C:28]([N:27]([CH3:39])[CH3:26])=[O:29])=[N:10][C:11]=3[CH3:25])[C:14]=2[N:22]=1. The yield is 1.00.